From a dataset of Forward reaction prediction with 1.9M reactions from USPTO patents (1976-2016). Predict the product of the given reaction. Given the reactants C[Al](C)C.[CH3:5][C:6]1[CH:7]=[CH:8][C:9]([NH2:12])=[N:10][CH:11]=1.[Si:13]([O:20][C@@H:21]([CH3:31])[CH2:22][O:23][CH2:24][C@H:25]([OH:30])[C:26](OC)=[O:27])([C:16]([CH3:19])([CH3:18])[CH3:17])([CH3:15])[CH3:14], predict the reaction product. The product is: [Si:13]([O:20][C@@H:21]([CH3:31])[CH2:22][O:23][CH2:24][C@H:25]([OH:30])[C:26]([NH:12][C:9]1[CH:8]=[CH:7][C:6]([CH3:5])=[CH:11][N:10]=1)=[O:27])([C:16]([CH3:19])([CH3:18])[CH3:17])([CH3:15])[CH3:14].